This data is from Catalyst prediction with 721,799 reactions and 888 catalyst types from USPTO. The task is: Predict which catalyst facilitates the given reaction. Reactant: [CH3:1][C:2]1[N:7]=[C:6]([C:8]([N:10]2[C@H:16]([CH2:17][NH2:18])[CH2:15][C@@H:14]3[C@@H:12]([CH2:13]3)[CH2:11]2)=[O:9])[C:5]([C:19]2[N:24]=[CH:23][CH:22]=[CH:21][N:20]=2)=[CH:4][CH:3]=1.Br[C:26]1[CH:31]=[N:30][C:29]([C:32]([F:35])([F:34])[F:33])=[CH:28][N:27]=1.C(=O)([O-])[O-].[Na+].[Na+]. Product: [CH3:1][C:2]1[N:7]=[C:6]([C:8]([N:10]2[C@H:16]([CH2:17][NH:18][C:26]3[CH:31]=[N:30][C:29]([C:32]([F:35])([F:34])[F:33])=[CH:28][N:27]=3)[CH2:15][C@@H:14]3[C@@H:12]([CH2:13]3)[CH2:11]2)=[O:9])[C:5]([C:19]2[N:24]=[CH:23][CH:22]=[CH:21][N:20]=2)=[CH:4][CH:3]=1. The catalyst class is: 3.